Task: Regression. Given a peptide amino acid sequence and an MHC pseudo amino acid sequence, predict their binding affinity value. This is MHC class II binding data.. Dataset: Peptide-MHC class II binding affinity with 134,281 pairs from IEDB The peptide sequence is IQHVSVNNLNVGRSPEEILR. The MHC is HLA-DQA10103-DQB10603 with pseudo-sequence HLA-DQA10103-DQB10603. The binding affinity (normalized) is 0.